The task is: Predict the reactants needed to synthesize the given product.. This data is from Full USPTO retrosynthesis dataset with 1.9M reactions from patents (1976-2016). (1) Given the product [CH2:9]([F:13])[O:8][CH:3]([C:4]([F:7])([F:6])[F:5])[C:2]([F:12])([F:11])[F:1], predict the reactants needed to synthesize it. The reactants are: [F:1][C:2]([F:12])([F:11])[CH:3]([O:8][CH2:9]Cl)[C:4]([F:7])([F:6])[F:5].[F-:13].[K+].C(N)(=O)C.C(O)COCCOCCO. (2) Given the product [C:1]([O:4][CH2:5][C:6]1[C:7]([N:38]2[CH2:49][CH2:48][N:47]3[C:40](=[CH:41][C:42]4[CH2:43][C:44]([CH3:51])([CH3:50])[CH2:45][C:46]=43)[C:39]2=[O:52])=[N:8][CH:9]=[CH:10][C:11]=1[C:12]1[CH:17]=[C:16]([NH:18][C:19]2[CH:24]=[CH:23][CH:22]=[C:21]([O:25][CH2:26][CH2:27][NH2:28])[N:20]=2)[C:15](=[O:36])[N:14]([CH3:37])[CH:13]=1)(=[O:3])[CH3:2], predict the reactants needed to synthesize it. The reactants are: [C:1]([O:4][CH2:5][C:6]1[C:7]([N:38]2[CH2:49][CH2:48][N:47]3[C:40](=[CH:41][C:42]4[CH2:43][C:44]([CH3:51])([CH3:50])[CH2:45][C:46]=43)[C:39]2=[O:52])=[N:8][CH:9]=[CH:10][C:11]=1[C:12]1[CH:17]=[C:16]([NH:18][C:19]2[CH:24]=[CH:23][CH:22]=[C:21]([O:25][CH2:26][CH2:27][NH:28]C(OC(C)(C)C)=O)[N:20]=2)[C:15](=[O:36])[N:14]([CH3:37])[CH:13]=1)(=[O:3])[CH3:2].Cl. (3) Given the product [Br:1][C:2]1[CH:7]=[CH:6][C:5]([C:8]2[O:12][N:11]=[C:10]([CH3:13])[C:9]=2[CH2:14][NH:19][CH2:18][CH:17]([C:20]2[CH:25]=[CH:24][CH:23]=[CH:22][CH:21]=2)[CH3:16])=[CH:4][CH:3]=1, predict the reactants needed to synthesize it. The reactants are: [Br:1][C:2]1[CH:7]=[CH:6][C:5]([C:8]2[O:12][N:11]=[C:10]([CH3:13])[C:9]=2[CH:14]=O)=[CH:4][CH:3]=1.[CH3:16][CH:17]([C:20]1[CH:25]=[CH:24][CH:23]=[CH:22][CH:21]=1)[CH2:18][NH2:19]. (4) Given the product [ClH:15].[CH3:11][C:10]1[N:5]=[C:3]([OH:4])[N+:2]([O-:1])=[CH:8][CH:9]=1, predict the reactants needed to synthesize it. The reactants are: [OH:1][NH:2][C:3]([NH2:5])=[O:4].CO[CH:8](OC)[CH2:9][C:10](=O)[CH3:11].[ClH:15].